From a dataset of Catalyst prediction with 721,799 reactions and 888 catalyst types from USPTO. Predict which catalyst facilitates the given reaction. (1) Reactant: [F:1][C:2]1[CH:7]=[CH:6][C:5]([C:8]([N:10]2[CH2:15][CH2:14][CH2:13][C@H:12]([OH:16])[CH2:11]2)=[O:9])=[CH:4][CH:3]=1.C(N(CC)CC)C.[Cl:24][C:25]1[CH:30]=[CH:29][C:28]([N:31]=[C:32]=[O:33])=[CH:27][CH:26]=1. Product: [F:1][C:2]1[CH:7]=[CH:6][C:5]([C:8]([N:10]2[CH2:15][CH2:14][CH2:13][C@H:12]([O:16][C:32](=[O:33])[NH:31][C:28]3[CH:29]=[CH:30][C:25]([Cl:24])=[CH:26][CH:27]=3)[CH2:11]2)=[O:9])=[CH:4][CH:3]=1. The catalyst class is: 4. (2) Reactant: [C:1]([OH:6])(=O)[CH2:2][CH2:3][CH3:4].C(N(C(C)C)C(C)C)C.[CH2:16]([NH2:19])[C:17]#[CH:18].C(OCC)C. Product: [CH2:16]([NH:19][C:1](=[O:6])[CH2:2][CH2:3][CH3:4])[C:17]#[CH:18]. The catalyst class is: 4. (3) Reactant: Cl[C:2]1[N:7]=[CH:6][N:5]=[C:4]([NH2:8])[C:3]=1[C:9]1[O:13][N:12]=[C:11]([CH3:14])[N:10]=1.[NH2:15][C@H:16]([C:19]1[N:20]([C:31]2[CH:36]=[CH:35][CH:34]=[CH:33][CH:32]=2)[C:21](=[O:30])[C:22]2[C:27]([CH:28]=1)=[CH:26][CH:25]=[CH:24][C:23]=2[CH3:29])[CH2:17][CH3:18].CCN(C(C)C)C(C)C.CCOC(C)=O. Product: [NH2:8][C:4]1[N:5]=[CH:6][N:7]=[C:2]([NH:15][C@H:16]([C:19]2[N:20]([C:31]3[CH:36]=[CH:35][CH:34]=[CH:33][CH:32]=3)[C:21](=[O:30])[C:22]3[C:27]([CH:28]=2)=[CH:26][CH:25]=[CH:24][C:23]=3[CH3:29])[CH2:17][CH3:18])[C:3]=1[C:9]1[O:13][N:12]=[C:11]([CH3:14])[N:10]=1. The catalyst class is: 114. (4) Reactant: [C:1]([S:5][C:6]1[CH:11]=[CH:10][C:9]([NH:12][CH2:13][CH2:14][C:15]([O:17][CH2:18][CH3:19])=[O:16])=[CH:8][CH:7]=1)([CH3:4])([CH3:3])[CH3:2].[C:20]([CH2:22][C:23](O)=[O:24])#[N:21].C(N=C=NC(C)C)(C)C.O. Product: [C:1]([S:5][C:6]1[CH:11]=[CH:10][C:9]([N:12]([CH2:13][CH2:14][C:15]([O:17][CH2:18][CH3:19])=[O:16])[C:23](=[O:24])[CH2:22][C:20]#[N:21])=[CH:8][CH:7]=1)([CH3:4])([CH3:3])[CH3:2]. The catalyst class is: 468.